From a dataset of Catalyst prediction with 721,799 reactions and 888 catalyst types from USPTO. Predict which catalyst facilitates the given reaction. Reactant: O=[C:2]1[C:11]2[C:6](=[CH:7][CH:8]=[C:9]([C@H:12]3[CH2:21][CH2:20][C@@:14]4([NH:18][C:17](=[O:19])[O:16][CH2:15]4)[CH2:13]3)[CH:10]=2)[CH2:5][CH:4]([C:22]([O:24][CH3:25])=[O:23])[CH2:3]1.CO. The catalyst class is: 331. Product: [O:19]=[C:17]1[O:16][CH2:15][C@:14]2([CH2:20][CH2:21][C@H:12]([C:9]3[CH:10]=[C:11]4[C:6](=[CH:7][CH:8]=3)[CH2:5][CH:4]([C:22]([O:24][CH3:25])=[O:23])[CH2:3][CH2:2]4)[CH2:13]2)[NH:18]1.